Task: Predict the product of the given reaction.. Dataset: Forward reaction prediction with 1.9M reactions from USPTO patents (1976-2016) Given the reactants [OH:1][C:2]1[C:11]2[C:6](=[CH:7][CH:8]=[C:9]([O:12][CH3:13])[N:10]=2)[N:5]=[CH:4][CH:3]=1.[Cl:14]N1C(=O)CCC1=O, predict the reaction product. The product is: [Cl:14][C:3]1[CH:4]=[N:5][C:6]2[C:11]([C:2]=1[OH:1])=[N:10][C:9]([O:12][CH3:13])=[CH:8][CH:7]=2.